Dataset: NCI-60 drug combinations with 297,098 pairs across 59 cell lines. Task: Regression. Given two drug SMILES strings and cell line genomic features, predict the synergy score measuring deviation from expected non-interaction effect. (1) Drug 1: C1=C(C(=O)NC(=O)N1)F. Drug 2: C1CCC(C(C1)N)N.C(=O)(C(=O)[O-])[O-].[Pt+4]. Cell line: SK-MEL-2. Synergy scores: CSS=28.3, Synergy_ZIP=-2.12, Synergy_Bliss=-4.78, Synergy_Loewe=-3.96, Synergy_HSA=-3.92. (2) Drug 1: C1CN1C2=NC(=NC(=N2)N3CC3)N4CC4. Drug 2: C1CC(=O)NC(=O)C1N2C(=O)C3=CC=CC=C3C2=O. Cell line: 786-0. Synergy scores: CSS=19.7, Synergy_ZIP=-0.0278, Synergy_Bliss=1.24, Synergy_Loewe=-25.0, Synergy_HSA=0.425. (3) Drug 1: C1=CC(=CC=C1C#N)C(C2=CC=C(C=C2)C#N)N3C=NC=N3. Drug 2: CC1=C(C=C(C=C1)C(=O)NC2=CC(=CC(=C2)C(F)(F)F)N3C=C(N=C3)C)NC4=NC=CC(=N4)C5=CN=CC=C5. Cell line: OVCAR-5. Synergy scores: CSS=1.60, Synergy_ZIP=1.92, Synergy_Bliss=2.30, Synergy_Loewe=1.44, Synergy_HSA=-0.759. (4) Synergy scores: CSS=30.6, Synergy_ZIP=-9.49, Synergy_Bliss=-5.99, Synergy_Loewe=-1.17, Synergy_HSA=0.205. Cell line: UO-31. Drug 2: C1=CN(C(=O)N=C1N)C2C(C(C(O2)CO)O)O.Cl. Drug 1: C1=NC2=C(N1)C(=S)N=C(N2)N. (5) Drug 1: C1=NC2=C(N1)C(=S)N=C(N2)N. Drug 2: CCN(CC)CCCC(C)NC1=C2C=C(C=CC2=NC3=C1C=CC(=C3)Cl)OC. Cell line: OVCAR-4. Synergy scores: CSS=37.6, Synergy_ZIP=3.96, Synergy_Bliss=6.20, Synergy_Loewe=-1.07, Synergy_HSA=8.08. (6) Drug 1: N.N.Cl[Pt+2]Cl. Drug 2: CC1C(C(CC(O1)OC2CC(CC3=C2C(=C4C(=C3O)C(=O)C5=CC=CC=C5C4=O)O)(C(=O)C)O)N)O. Cell line: SNB-75. Synergy scores: CSS=43.0, Synergy_ZIP=-2.84, Synergy_Bliss=-2.52, Synergy_Loewe=-42.8, Synergy_HSA=0.791. (7) Drug 1: C1CCC(C1)C(CC#N)N2C=C(C=N2)C3=C4C=CNC4=NC=N3. Drug 2: C1=CC(=C2C(=C1NCCNCCO)C(=O)C3=C(C=CC(=C3C2=O)O)O)NCCNCCO. Cell line: NCI/ADR-RES. Synergy scores: CSS=-0.603, Synergy_ZIP=-1.95, Synergy_Bliss=-3.82, Synergy_Loewe=-7.38, Synergy_HSA=-4.06. (8) Drug 1: C1=CC(=CC=C1C#N)C(C2=CC=C(C=C2)C#N)N3C=NC=N3. Drug 2: C1CN(CCN1C(=O)CCBr)C(=O)CCBr. Cell line: SK-MEL-5. Synergy scores: CSS=34.3, Synergy_ZIP=-7.30, Synergy_Bliss=-0.758, Synergy_Loewe=3.56, Synergy_HSA=2.59.